This data is from Forward reaction prediction with 1.9M reactions from USPTO patents (1976-2016). The task is: Predict the product of the given reaction. (1) Given the reactants O[Li].O.O.C[O:6][C:7]([C:9]1[S:13][C:12]2[CH:14]=[C:15]([Br:18])[CH:16]=[CH:17][C:11]=2[CH:10]=1)=[O:8].C(OCC)(=O)C, predict the reaction product. The product is: [Br:18][C:15]1[CH:16]=[CH:17][C:11]2[CH:10]=[C:9]([C:7]([OH:8])=[O:6])[S:13][C:12]=2[CH:14]=1. (2) Given the reactants C[O:2][C:3]1[CH:11]=[CH:10][CH:9]=[CH:8][C:4]=1[C:5](Cl)=O.NN.[O:14]1[C:23]2[C:18](=[CH:19][CH:20]=[CH:21][CH:22]=2)[C:17](=O)[CH:16]=C1.[O:25]1[CH:29]=[CH:28][CH:27]=[C:26]1[C:30]1[NH:34][N:33]=[C:32]([C:35]2[CH:36]=[C:37](O)[CH:38]=[CH:39][CH:40]=2)[CH:31]=1.C(C1C=CC=CC=1)(=[O:44])C.[Li+].C[Si]([N-][Si](C)(C)C)(C)C.O1C=CC=C1C(Cl)=O, predict the reaction product. The product is: [NH:33]1[C:5]([C:4]2[CH:8]=[CH:9][CH:10]=[CH:11][C:3]=2[OH:2])=[CH:16][C:17]([C:18]2[CH:19]=[CH:20][CH:21]=[CH:22][C:23]=2[OH:14])=[N:34]1.[NH:34]1[CH:30]=[CH:31][C:32]([C:35]2[CH:36]=[CH:37][CH:38]=[CH:39][C:40]=2[OH:44])=[N:33]1.[O:25]1[CH:29]=[CH:28][CH:27]=[C:26]1[C:30]1[NH:34][N:33]=[C:32]([C:35]2[CH:40]=[CH:39][CH:38]=[CH:37][CH:36]=2)[CH:31]=1.